From a dataset of Experimentally validated miRNA-target interactions with 360,000+ pairs, plus equal number of negative samples. Binary Classification. Given a miRNA mature sequence and a target amino acid sequence, predict their likelihood of interaction. (1) The miRNA is hsa-miR-624-5p with sequence UAGUACCAGUACCUUGUGUUCA. The protein sequence of the target gene is MPGPRGAAGGLAPEMRGAGAAGLLALLLLLLLLLLGLGGRVEGGPAGERGAGGGGALARERFKVVFAPVICKRTCLKGQCRDSCQQGSNMTLIGENGHSTDTLTGSGFRVVVCPLPCMNGGQCSSRNQCLCPPDFTGRFCQVPAGGAGGGTGGSGPGLSRTGALSTGALPPLAPEGDSVASKHAIYAVQVIADPPGPGEGPPAQHAAFLVPLGPGQISAEVQAPPPVVNVRVHHPPEASVQVHRIESSNAESAAPSQHLLPHPKPSHPRPPTQKPLGRCFQDTLPKQPCGSNPLPGLTKQ.... Result: 0 (no interaction). (2) The miRNA is mmu-miR-3064-5p with sequence UCUGGCUGUUGUGGUGUGCAAA. The protein sequence of the target gene is MSAAKENPCRKFQANIFNKSKCQNCFKPRESHLLNDEDLTQAKPIYGGWLLLAPDGTDFDNPVHRSRKWQRRFFILYEHGLLRYALDEMPTTLPQGTINMNQCTDVVDGEARTGQKFSLCILTPDKEHFIRAETKEIISGWLEMLMVYPRTNKQNQKKKRKVEPPTPQEPGPAKMAVTSSSGGSSGSSSSIPSAEKVPTTKSTLWQEEMRAKDQPDGTSLSPAQSPSQSQPPAACTPREPGLESKEDESTISGDRVDGGRKVRVESGYFSLEKAKQDLRAEEQLPPLLSPPSPSTPHSRR.... Result: 1 (interaction). (3) The miRNA is hsa-miR-323a-3p with sequence CACAUUACACGGUCGACCUCU. The protein sequence of the target gene is MNPQIRNPMERMYRDTFYDNFENEPILYGRSYTWLCYEVKIKRGRSNLLWDTGVFRGQVYFKPQYHAEMCFLSWFCGNQLPAYKCFQITWFVSWTPCPDCVAKLAEFLSEHPNVTLTISAARLYYYWERDYRRALCRLSQAGARVTIMDYEEFAYCWENFVYNEGQQFMPWYKFDENYAFLHRTLKEILRYLMDPDTFTFNFNNDPLVLRRRQTYLCYEVERLDNGTWVLMDQHMGFLCNEAKNLLCGFYGRHAELRFLDLVPSLQLDPAQIYRVTWFISWSPCFSWGCAGEVRAFLQEN.... Result: 0 (no interaction).